From a dataset of Forward reaction prediction with 1.9M reactions from USPTO patents (1976-2016). Predict the product of the given reaction. Given the reactants [OH:1][C:2]1[C:7]([O:8][CH3:9])=[CH:6][CH:5]=[CH:4][C:3]=1[NH:10][C:11]([C:13]1[CH:17]=[C:16]([CH3:18])[S:15][C:14]=1Br)=[O:12].C[O-].[Na+].O.Cl, predict the reaction product. The product is: [CH3:18][C:16]1[S:15][C:14]2[O:1][C:2]3[C:7]([O:8][CH3:9])=[CH:6][CH:5]=[CH:4][C:3]=3[NH:10][C:11](=[O:12])[C:13]=2[CH:17]=1.